This data is from TCR-epitope binding with 47,182 pairs between 192 epitopes and 23,139 TCRs. The task is: Binary Classification. Given a T-cell receptor sequence (or CDR3 region) and an epitope sequence, predict whether binding occurs between them. The epitope is HTTDPSFLGRY. The TCR CDR3 sequence is CSARGEGGSYNEQFF. Result: 0 (the TCR does not bind to the epitope).